From a dataset of Forward reaction prediction with 1.9M reactions from USPTO patents (1976-2016). Predict the product of the given reaction. (1) The product is: [OH:34][C@@H:31]([CH2:32][OH:33])[CH2:30][NH:29][C:22]([C:21]1[CH:20]=[N:19][N:16]2[CH:17]=[CH:18][C:13]([N:9]3[CH2:10][CH2:11][CH2:12][C@@H:8]3[C:6]3[CH:7]=[C:2]([F:1])[CH:3]=[CH:4][C:5]=3[C:25]([F:27])([F:28])[F:26])=[N:14][C:15]=12)=[O:24]. Given the reactants [F:1][C:2]1[CH:3]=[CH:4][C:5]([C:25]([F:28])([F:27])[F:26])=[C:6]([C@H:8]2[CH2:12][CH2:11][CH2:10][N:9]2[C:13]2[CH:18]=[CH:17][N:16]3[N:19]=[CH:20][C:21]([C:22]([OH:24])=O)=[C:15]3[N:14]=2)[CH:7]=1.[NH2:29][CH2:30][C@@H:31]([OH:34])[CH2:32][OH:33], predict the reaction product. (2) Given the reactants [OH:1][C:2]1[CH:3]=[CH:4][C:5]([C:8](Cl)=[O:9])=N[CH:7]=1.O1CCCC1.C[Si](C)(C)[CH:18]=[N+:19]=[N-].[BrH:23], predict the reaction product. The product is: [Br:23][CH2:7][C:2]([C:3]1[CH:4]=[CH:5][C:8]([OH:9])=[CH:18][N:19]=1)=[O:1]. (3) Given the reactants [NH2:1][C:2]1[CH:7]=[CH:6][C:5]([OH:8])=[CH:4][CH:3]=1.[H-].[Na+].[H][H].[Cl:13][C:14]1[CH:19]=[C:18]([N+]([O-])=O)[CH:17]=[CH:16][N:15]=1, predict the reaction product. The product is: [Cl:13][C:14]1[CH:19]=[C:18]([O:8][C:5]2[CH:6]=[CH:7][C:2]([NH2:1])=[CH:3][CH:4]=2)[CH:17]=[CH:16][N:15]=1. (4) Given the reactants [Br:1][C:2]1[CH:3]=[N:4][C:5]2[N:6]([N:8]=[C:9]([C:11]([OH:13])=O)[CH:10]=2)[CH:7]=1.[F:14][C:15]1[CH:16]=[CH:17][CH:18]=[C:19]2[C:24]=1[CH:23]([C:25]([F:28])([F:27])[F:26])[NH:22][CH2:21][CH2:20]2, predict the reaction product. The product is: [Br:1][C:2]1[CH:3]=[N:4][C:5]2[N:6]([N:8]=[C:9]([C:11]([N:22]3[CH2:21][CH2:20][C:19]4[C:24](=[C:15]([F:14])[CH:16]=[CH:17][CH:18]=4)[CH:23]3[C:25]([F:26])([F:28])[F:27])=[O:13])[CH:10]=2)[CH:7]=1. (5) The product is: [OH:1][C:2]1[CH:3]=[CH:4][C:5]([S:8][CH2:9][CH2:10][CH2:11][C:12]([N:20]([CH2:19][C:18]2[CH:29]=[CH:30][CH:31]=[CH:32][C:17]=2[O:16][CH3:15])[CH2:21][CH2:22][N:23]2[CH2:28][CH2:27][O:26][CH2:25][CH2:24]2)=[O:14])=[CH:6][CH:7]=1. Given the reactants [OH:1][C:2]1[CH:7]=[CH:6][C:5]([S:8][CH2:9][CH2:10][CH2:11][C:12]([OH:14])=O)=[CH:4][CH:3]=1.[CH3:15][O:16][C:17]1[CH:32]=[CH:31][CH:30]=[CH:29][C:18]=1[CH2:19][NH:20][CH2:21][CH2:22][N:23]1[CH2:28][CH2:27][O:26][CH2:25][CH2:24]1, predict the reaction product. (6) Given the reactants [CH2:1]([C@@H:5]1[NH:10][CH2:9][C@H:8]([CH:11]=[CH:12][CH3:13])[NH:7][C:6]1=[O:14])[CH:2]([CH3:4])[CH3:3].[C:15]1([C@@H:21]2[CH2:23][C@H:22]2[C:24](O)=[O:25])[CH:20]=[CH:19][CH:18]=[CH:17][CH:16]=1.C([C@@H]1N(C(=O)/C=C/C2C=CC=CC=2)C[C@H](CC(C)C)NC1=O)C(C)C, predict the reaction product. The product is: [CH2:1]([C@@H:5]1[N:10]([C:24]([C@@H:22]2[CH2:23][C@H:21]2[C:15]2[CH:20]=[CH:19][CH:18]=[CH:17][CH:16]=2)=[O:25])[CH2:9][C@H:8](/[CH:11]=[CH:12]/[CH3:13])[NH:7][C:6]1=[O:14])[CH:2]([CH3:4])[CH3:3]. (7) Given the reactants Cl[CH2:2][C:3]1[CH:8]=[CH:7][C:6]([CH2:9][NH:10][C:11](=[O:13])[CH3:12])=[CH:5][CH:4]=1.[CH3:14][N:15]([CH3:31])[C:16]1[CH:21]=[C:20]([N:22]([CH3:24])[CH3:23])[N:19]=[C:18]([N:25]2[CH2:30][CH2:29][NH:28][CH2:27][CH2:26]2)[N:17]=1.C(=O)([O-])[O-].[K+].[K+].O, predict the reaction product. The product is: [CH3:23][N:22]([CH3:24])[C:20]1[CH:21]=[C:16]([N:15]([CH3:14])[CH3:31])[N:17]=[C:18]([N:25]2[CH2:30][CH2:29][N:28]([CH2:2][C:3]3[CH:8]=[CH:7][C:6]([CH2:9][NH:10][C:11](=[O:13])[CH3:12])=[CH:5][CH:4]=3)[CH2:27][CH2:26]2)[N:19]=1. (8) Given the reactants [F:1][C:2]1[CH:3]=[CH:4][C:5]([N+:9]([O-:11])=[O:10])=[C:6]([OH:8])[CH:7]=1.IC.[C:14](=O)([O-])[O-].[K+].[K+], predict the reaction product. The product is: [F:1][C:2]1[CH:3]=[CH:4][C:5]([N+:9]([O-:11])=[O:10])=[C:6]([O:8][CH3:14])[CH:7]=1.